This data is from Reaction yield outcomes from USPTO patents with 853,638 reactions. The task is: Predict the reaction yield, written as a fraction of the theoretical maximum amount of product (1.0 means a 100% yield; for example, 0.34 means a 34% yield). (1) The reactants are [NH:1]1[CH2:5][CH2:4][C@H:3]([NH:6][C:7](=[O:13])[O:8][C:9]([CH3:12])([CH3:11])[CH3:10])[CH2:2]1.[CH2:14]=O.[BH4-].[Na+].O. The catalyst is CO. The product is [CH3:14][N:1]1[CH2:5][CH2:4][C@H:3]([NH:6][C:7](=[O:13])[O:8][C:9]([CH3:10])([CH3:12])[CH3:11])[CH2:2]1. The yield is 0.650. (2) The reactants are [BH4-].[Na+].[Br:3][C:4]1[CH:11]=[CH:10][C:7]([C:8]#[N:9])=[CH:6][C:5]=1[CH3:12].[CH3:13][C:14]([O:17][C:18](O[C:18]([O:17][C:14]([CH3:16])([CH3:15])[CH3:13])=[O:19])=[O:19])([CH3:16])[CH3:15]. The catalyst is CO.Cl[Ni]Cl. The product is [C:14]([O:17][C:18](=[O:19])[NH:9][CH2:8][C:7]1[CH:10]=[CH:11][C:4]([Br:3])=[C:5]([CH3:12])[CH:6]=1)([CH3:16])([CH3:15])[CH3:13]. The yield is 0.630. (3) The reactants are [NH2:1][C:2]1[CH:7]=[CH:6][C:5]([NH:8][C:9]([N:11]2[CH2:16][CH2:15][N:14]([C:17]3[C:26]4[C:21](=[CH:22][C:23]([O:29][CH3:30])=[C:24]([O:27][CH3:28])[CH:25]=4)[N:20]=[CH:19][N:18]=3)[CH2:13][CH2:12]2)=[O:10])=[CH:4][CH:3]=1.[CH2:31]([N:33]=[C:34]=[S:35])[CH3:32].O.[Cl-].[Na+]. The catalyst is CN(C)C=O. The product is [CH3:28][O:27][C:24]1[CH:25]=[C:26]2[C:21](=[CH:22][C:23]=1[O:29][CH3:30])[N:20]=[CH:19][N:18]=[C:17]2[N:14]1[CH2:13][CH2:12][N:11]([C:9]([NH:8][C:5]2[CH:6]=[CH:7][C:2]([NH:1][C:34]([NH:33][CH2:31][CH3:32])=[S:35])=[CH:3][CH:4]=2)=[O:10])[CH2:16][CH2:15]1. The yield is 0.330.